From a dataset of Catalyst prediction with 721,799 reactions and 888 catalyst types from USPTO. Predict which catalyst facilitates the given reaction. (1) Reactant: [Si:1]([O:8][C@H:9]([C:27]1[CH:32]=[CH:31][C:30]([OH:33])=[C:29]([CH2:34][OH:35])[CH:28]=1)[CH2:10][NH:11][C@H:12]([CH3:26])[CH2:13][C:14]1[CH:15]=[C:16]2[C:20](=[CH:21][CH:22]=1)[NH:19][C:18]([C:23]([OH:25])=O)=[CH:17]2)([C:4]([CH3:7])([CH3:6])[CH3:5])([CH3:3])[CH3:2].Cl.CN(C)CCCN=C=NCC.OC1C2N=NNC=2C=CC=1.C(N(CC)CC)C.[CH3:65][O:66][C:67]1[CH:74]=[CH:73][CH:72]=[CH:71][C:68]=1[CH2:69][NH2:70]. Product: [Si:1]([O:8][C@H:9]([C:27]1[CH:32]=[CH:31][C:30]([OH:33])=[C:29]([CH2:34][OH:35])[CH:28]=1)[CH2:10][NH:11][C@H:12]([CH3:26])[CH2:13][C:14]1[CH:15]=[C:16]2[C:20](=[CH:21][CH:22]=1)[NH:19][C:18]([C:23]([NH:70][CH2:69][C:68]1[CH:71]=[CH:72][CH:73]=[CH:74][C:67]=1[O:66][CH3:65])=[O:25])=[CH:17]2)([C:4]([CH3:7])([CH3:6])[CH3:5])([CH3:2])[CH3:3]. The catalyst class is: 9. (2) Reactant: C(O)(C(F)(F)F)=O.[NH2:8][CH2:9][CH2:10][CH2:11][C@:12]([C@@H:21]1[CH2:26][CH2:25][CH2:24][N:23]([C:27]([O:29][C:30]([CH3:33])([CH3:32])[CH3:31])=[O:28])[CH2:22]1)([C:14]1[CH:19]=[CH:18][CH:17]=[C:16]([Cl:20])[CH:15]=1)[OH:13].C(N(CC)CC)C.Cl[C:42]([O:44][CH3:45])=[O:43]. Product: [CH3:45][O:44][C:42]([NH:8][CH2:9][CH2:10][CH2:11][C@:12]([C@@H:21]1[CH2:26][CH2:25][CH2:24][N:23]([C:27]([O:29][C:30]([CH3:33])([CH3:32])[CH3:31])=[O:28])[CH2:22]1)([C:14]1[CH:19]=[CH:18][CH:17]=[C:16]([Cl:20])[CH:15]=1)[OH:13])=[O:43]. The catalyst class is: 79. (3) Product: [C:1]1([N:7]2[C:11]3[CH:12]=[CH:13][CH:14]=[CH:15][C:10]=3[N:9]=[C:8]2[C@@H:16]([NH:18][C:21]2[CH:22]=[C:23]([NH2:27])[N:24]=[CH:25][N:26]=2)[CH3:17])[CH:2]=[CH:3][CH:4]=[CH:5][CH:6]=1. Reactant: [C:1]1([N:7]2[C:11]3[CH:12]=[CH:13][CH:14]=[CH:15][C:10]=3[N:9]=[C:8]2[C@@H:16]([NH2:18])[CH3:17])[CH:6]=[CH:5][CH:4]=[CH:3][CH:2]=1.Cl.Cl[C:21]1[N:26]=[CH:25][N:24]=[C:23]([NH2:27])[CH:22]=1. The catalyst class is: 12. (4) Product: [CH:37]([C:34]1[S:35][CH:36]=[C:32]([C:30]([N:26]2[CH2:25][C:24]3([CH2:40][CH2:41][N:21]([CH2:20][CH2:19][O:18][C:17]4[CH:42]=[CH:43][CH:44]=[CH:45][C:16]=4[CH2:15][CH2:14][O:13][CH2:48][CH2:47][C:46]([O:50][C:51]([CH3:54])([CH3:53])[CH3:52])=[O:49])[CH2:22][CH2:23]3)[O:29][CH2:28][CH2:27]2)=[O:31])[N:33]=1)([CH3:39])[CH3:38]. The catalyst class is: 11. Reactant: [OH-].C([N+](C)(C)C)C1C=CC=CC=1.[OH:13][CH2:14][CH2:15][C:16]1[CH:45]=[CH:44][CH:43]=[CH:42][C:17]=1[O:18][CH2:19][CH2:20][N:21]1[CH2:41][CH2:40][C:24]2([O:29][CH2:28][CH2:27][N:26]([C:30]([C:32]3[N:33]=[C:34]([CH:37]([CH3:39])[CH3:38])[S:35][CH:36]=3)=[O:31])[CH2:25]2)[CH2:23][CH2:22]1.[C:46]([O:50][C:51]([CH3:54])([CH3:53])[CH3:52])(=[O:49])[CH:47]=[CH2:48]. (5) Reactant: [C:1]1([C:22]2[CH:27]=[CH:26][CH:25]=[CH:24][CH:23]=2)[CH:6]=[CH:5][C:4]([CH2:7][C:8]([NH:10][C:11]2[N:12]=[C:13](Br)[C:14]3[C:19]([CH:20]=2)=[CH:18][CH:17]=[CH:16][CH:15]=3)=[O:9])=[CH:3][CH:2]=1.[F:28][C:29]([F:40])([F:39])[C:30]1[CH:31]=[C:32](B(O)O)[CH:33]=[CH:34][CH:35]=1.C([O-])([O-])=O.[Na+].[Na+]. Product: [C:1]1([C:22]2[CH:27]=[CH:26][CH:25]=[CH:24][CH:23]=2)[CH:6]=[CH:5][C:4]([CH2:7][C:8]([NH:10][C:11]2[N:12]=[C:13]([C:33]3[CH:32]=[CH:31][C:30]([C:29]([F:40])([F:39])[F:28])=[CH:35][CH:34]=3)[C:14]3[C:19]([CH:20]=2)=[CH:18][CH:17]=[CH:16][CH:15]=3)=[O:9])=[CH:3][CH:2]=1. The catalyst class is: 104.